Dataset: Reaction yield outcomes from USPTO patents with 853,638 reactions. Task: Predict the reaction yield, written as a fraction of the theoretical maximum amount of product (1.0 means a 100% yield; for example, 0.34 means a 34% yield). The reactants are [NH:1]([C:3]1[CH:8]=[C:7]([C:9]#[N:10])[CH:6]=[CH:5][N:4]=1)[NH2:2].[ClH:11]. The catalyst is CCOC(C)=O. The product is [ClH:11].[NH:1]([C:3]1[CH:8]=[C:7]([C:9]#[N:10])[CH:6]=[CH:5][N:4]=1)[NH2:2]. The yield is 0.950.